This data is from Full USPTO retrosynthesis dataset with 1.9M reactions from patents (1976-2016). The task is: Predict the reactants needed to synthesize the given product. (1) Given the product [NH:23]([C:2]1[N:10]=[C:9]2[C:5]([N:6]=[CH:7][N:8]2[CH3:11])=[C:4]([NH:12][CH:13]2[CH2:21][C:20]3[C:15](=[CH:16][CH:17]=[CH:18][CH:19]=3)[CH2:14]2)[N:3]=1)[NH2:24], predict the reactants needed to synthesize it. The reactants are: Cl[C:2]1[N:10]=[C:9]2[C:5]([N:6]=[CH:7][N:8]2[CH3:11])=[C:4]([NH:12][CH:13]2[CH2:21][C:20]3[C:15](=[CH:16][CH:17]=[CH:18][CH:19]=3)[CH2:14]2)[N:3]=1.O.[NH2:23][NH2:24].O. (2) Given the product [CH2:16]([O:23][C:24]1[CH:29]=[CH:28][C:27]([CH:9]=[O:10])=[C:26]([CH:30]([CH3:32])[CH3:31])[CH:25]=1)[C:17]1[CH:18]=[CH:19][CH:20]=[CH:21][CH:22]=1, predict the reactants needed to synthesize it. The reactants are: CN([CH:9]=[O:10])C1C=CC=CC=1.P(Cl)(Cl)(Cl)=O.[CH2:16]([O:23][C:24]1[CH:29]=[CH:28][CH:27]=[C:26]([CH:30]([CH3:32])[CH3:31])[CH:25]=1)[C:17]1[CH:22]=[CH:21][CH:20]=[CH:19][CH:18]=1. (3) Given the product [CH3:19][O:18][C:11]1[CH:12]=[CH:13][CH:14]=[C:15]([O:16][CH3:17])[C:10]=1[CH:2]1[N:1]([CH2:32][C:30]2[CH:29]=[CH:28][CH:27]=[C:26]([N:20]3[CH2:25][CH2:24][CH2:23][CH2:22][CH2:21]3)[N:31]=2)[C:6](=[O:8])[CH2:5][CH2:4][CH2:3]1, predict the reactants needed to synthesize it. The reactants are: [NH2:1][CH:2]([C:10]1[C:15]([O:16][CH3:17])=[CH:14][CH:13]=[CH:12][C:11]=1[O:18][CH3:19])[CH2:3][CH2:4][CH2:5][C:6]([O:8]C)=O.[N:20]1([C:26]2[N:31]=[C:30]([CH:32]=O)[CH:29]=[CH:28][CH:27]=2)[CH2:25][CH2:24][CH2:23][CH2:22][CH2:21]1. (4) Given the product [CH2:14]([N:11]1[C:6]2=[N:7][C:8]([CH2:9][CH3:10])=[C:3]([CH2:2][N:1]3[CH2:24][C:25]4[C:26](=[CH:31][C:32]([F:35])=[CH:33][CH:34]=4)[C:27]3=[O:28])[C:4]([NH:16][CH:17]3[CH2:18][CH2:19][O:20][CH2:21][CH2:22]3)=[C:5]2[CH:13]=[N:12]1)[CH3:15], predict the reactants needed to synthesize it. The reactants are: [NH2:1][CH2:2][C:3]1[C:8]([CH2:9][CH3:10])=[N:7][C:6]2[N:11]([CH2:14][CH3:15])[N:12]=[CH:13][C:5]=2[C:4]=1[NH:16][CH:17]1[CH2:22][CH2:21][O:20][CH2:19][CH2:18]1.Br[CH2:24][C:25]1[CH:34]=[CH:33][C:32]([F:35])=[CH:31][C:26]=1[C:27](OC)=[O:28].